Dataset: Full USPTO retrosynthesis dataset with 1.9M reactions from patents (1976-2016). Task: Predict the reactants needed to synthesize the given product. (1) Given the product [CH3:15][N:14]([CH3:16])[CH2:2][CH2:3][CH2:4][CH2:5][P:6](=[O:13])([O:10][CH2:11][CH3:12])[O:7][CH2:8][CH3:9], predict the reactants needed to synthesize it. The reactants are: Br[CH2:2][CH2:3][CH2:4][CH2:5][P:6](=[O:13])([O:10][CH2:11][CH3:12])[O:7][CH2:8][CH3:9].[NH:14]([CH3:16])[CH3:15]. (2) Given the product [CH2:20]([C:6]1[CH:7]=[C:8]2[O:9][CH2:1][O:2][C:3]2=[CH:4][C:5]=1[OH:10])[CH:15]=[CH2:16], predict the reactants needed to synthesize it. The reactants are: [CH2:1]1[O:9][C:8]2[CH:7]=[CH:6][C:5]([O:10]CC=C)=[CH:4][C:3]=2[O:2]1.Cl[C:15]1[CH:20]=CC=C[C:16]=1Cl. (3) Given the product [OH:15][CH2:14][C:11]1[S:10][C:9]([NH:8][C:6](=[O:7])[O:5][C:1]([CH3:3])([CH3:2])[CH3:4])=[N:13][CH:12]=1, predict the reactants needed to synthesize it. The reactants are: [C:1]([O:5][C:6]([NH:8][C:9]1[S:10][C:11]([C:14](OCC)=[O:15])=[CH:12][N:13]=1)=[O:7])([CH3:4])([CH3:3])[CH3:2].[Li+].[B-](CC)(CC)CC. (4) The reactants are: [N+:1]([CH2:4][CH2:5][CH:6]([C:8]1[CH:13]=[CH:12][C:11]([CH2:14][CH2:15][CH2:16][CH2:17][CH2:18][CH2:19][CH2:20][CH3:21])=[CH:10][CH:9]=1)O)([O-:3])=[O:2].FC(F)(F)C(O)=O.C([SiH](CC)CC)C. Given the product [N+:1]([CH2:4][CH2:5][CH2:6][C:8]1[CH:9]=[CH:10][C:11]([CH2:14][CH2:15][CH2:16][CH2:17][CH2:18][CH2:19][CH2:20][CH3:21])=[CH:12][CH:13]=1)([O-:3])=[O:2], predict the reactants needed to synthesize it. (5) Given the product [C:41]([C:40]1[CH:44]=[CH:45][C:37]([C:24]2[C:25]([CH3:36])([CH3:35])[C@H:26]3[C@:21]([CH3:46])([CH2:22][CH:23]=2)[C@@H:20]2[C@:29]([CH3:34])([C@@:30]4([CH3:33])[C@H:17]([CH2:18][CH2:19]2)[C@H:16]2[C@H:47]([C:50]([CH3:52])=[CH2:51])[CH2:48][CH2:49][C@:15]2([CH2:14][NH:13][CH2:12][CH2:11][C:10]([N:6]2[CH2:7][CH2:8][CH2:9][C@H:5]2[C:3]([OH:4])=[O:2])=[O:53])[CH2:32][CH2:31]4)[CH2:28][CH2:27]3)=[CH:38][CH:39]=1)([OH:43])=[O:42], predict the reactants needed to synthesize it. The reactants are: C[O:2][C:3]([C@@H:5]1[CH2:9][CH2:8][CH2:7][N:6]1[C:10](=[O:53])[CH2:11][CH2:12][NH:13][CH2:14][C@:15]12[CH2:49][CH2:48][C@@H:47]([C:50]([CH3:52])=[CH2:51])[C@@H:16]1[C@@H:17]1[C@@:30]([CH3:33])([CH2:31][CH2:32]2)[C@@:29]2([CH3:34])[C@@H:20]([C@:21]3([CH3:46])[C@@H:26]([CH2:27][CH2:28]2)[C:25]([CH3:36])([CH3:35])[C:24]([C:37]2[CH:45]=[CH:44][C:40]([C:41]([OH:43])=[O:42])=[CH:39][CH:38]=2)=[CH:23][CH2:22]3)[CH2:19][CH2:18]1)=[O:4].[OH-].[Na+].O.Cl. (6) Given the product [Cl:1][C:2]1[CH:3]=[C:4]([C:5]([NH:27][CH2:28][C@@H:29]([OH:31])[CH3:30])=[O:7])[CH:8]=[CH:9][C:10]=1[C:11]([NH:12][C:13]1[CH:18]=[CH:17][C:16]([Cl:19])=[C:15]([C:20]2[CH:25]=[CH:24][CH:23]=[CH:22][N:21]=2)[CH:14]=1)=[O:26], predict the reactants needed to synthesize it. The reactants are: [Cl:1][C:2]1[CH:3]=[C:4]([CH:8]=[CH:9][C:10]=1[C:11](=[O:26])[NH:12][C:13]1[CH:18]=[CH:17][C:16]([Cl:19])=[C:15]([C:20]2[CH:25]=[CH:24][CH:23]=[CH:22][N:21]=2)[CH:14]=1)[C:5]([OH:7])=O.[NH2:27][CH2:28][C@@H:29]([OH:31])[CH3:30]. (7) Given the product [CH3:1][O:2][C:3]1[CH:4]=[C:5]([NH:9][S:11]([C:14]2[CH:15]=[CH:16][C:17]([CH2:20][C:21]([OH:23])=[O:22])=[CH:18][CH:19]=2)(=[O:13])=[O:12])[CH:6]=[CH:7][CH:8]=1, predict the reactants needed to synthesize it. The reactants are: [CH3:1][O:2][C:3]1[CH:8]=[CH:7][CH:6]=[C:5]([NH2:9])[CH:4]=1.Cl[S:11]([C:14]1[CH:19]=[CH:18][C:17]([CH2:20][C:21]([OH:23])=[O:22])=[CH:16][CH:15]=1)(=[O:13])=[O:12]. (8) Given the product [CH3:36][N:26]([C@@H:23]1[CH2:24][CH2:25][N:21]([C:18]2[N:19]=[C:20]3[N:12]([CH2:11][C:7]4[CH:6]=[C:5]5[C:10](=[CH:9][CH:8]=4)[N:1]=[CH:2][CH:3]=[CH:4]5)[N:13]=[N:14][C:15]3=[N:16][CH:17]=2)[CH2:22]1)[C:27](=[O:33])[O:28][C:29]([CH3:30])([CH3:32])[CH3:31], predict the reactants needed to synthesize it. The reactants are: [N:1]1[C:10]2[C:5](=[CH:6][C:7]([CH2:11][N:12]3[C:20]4[C:15](=[N:16][CH:17]=[C:18]([N:21]5[CH2:25][CH2:24][C@@H:23]([NH:26][C:27](=[O:33])[O:28][C:29]([CH3:32])([CH3:31])[CH3:30])[CH2:22]5)[N:19]=4)[N:14]=[N:13]3)=[CH:8][CH:9]=2)[CH:4]=[CH:3][CH:2]=1.[H-].[Na+].[CH3:36]I.